This data is from Reaction yield outcomes from USPTO patents with 853,638 reactions. The task is: Predict the reaction yield, written as a fraction of the theoretical maximum amount of product (1.0 means a 100% yield; for example, 0.34 means a 34% yield). (1) The reactants are [Br:1][C:2]1[CH:15]=[CH:14][C:13]2[O:12][C@@H:11]3[C@H:6]([CH2:7][N:8](CC4C=CC(OC)=CC=4)[CH2:9][CH2:10]3)[C:5](=[CH2:25])[C:4]=2[CH:3]=1.[C:26](Cl)(=[O:35])[O:27][CH2:28][C:29]1[CH:34]=[CH:33][CH:32]=[CH:31][CH:30]=1. The catalyst is CC#N.C1COCC1. The product is [Br:1][C:2]1[CH:15]=[CH:14][C:13]2[O:12][C@@H:11]3[C@H:6]([CH2:7][N:8]([C:26]([O:27][CH2:28][C:29]4[CH:34]=[CH:33][CH:32]=[CH:31][CH:30]=4)=[O:35])[CH2:9][CH2:10]3)[C:5](=[CH2:25])[C:4]=2[CH:3]=1. The yield is 0.452. (2) The reactants are Br[C:2]1[C:8]2[CH:9]=[CH:10][CH:11]=[CH:12][C:7]=2[C:6](=[CH2:13])[C:5]2[CH:14]=[CH:15][CH:16]=[CH:17][C:4]=2[CH:3]=1.C1(P(C2C=CC=CC=2)C2C=CC=CC=2)C=CC=CC=1.[CH3:37][Si:38]([C:41]#[CH:42])([CH3:40])[CH3:39]. The catalyst is C(NC(C)C)(C)C.CCCCCC.O.C([O-])(=O)C.[Cu+2].C([O-])(=O)C. The product is [CH3:37][Si:38]([CH3:40])([CH3:39])[C:41]#[C:42][C:2]1[C:8]2[CH:9]=[CH:10][CH:11]=[CH:12][C:7]=2[C:6](=[CH2:13])[C:5]2[CH:14]=[CH:15][CH:16]=[CH:17][C:4]=2[CH:3]=1. The yield is 0.500. (3) The reactants are [Cl:1][C:2]1[C:3]([NH:15][C:16]([C:18]2[C:22]3[CH:23]=[CH:24][CH:25]=[CH:26][C:21]=3[S:20][N:19]=2)=[O:17])=[CH:4][C:5]([F:14])=[C:6]([CH2:8][C:9]([O:11]CC)=[O:10])[CH:7]=1.[OH-].[Na+]. The catalyst is C1COCC1.CO. The product is [Cl:1][C:2]1[C:3]([NH:15][C:16]([C:18]2[C:22]3[CH:23]=[CH:24][CH:25]=[CH:26][C:21]=3[S:20][N:19]=2)=[O:17])=[CH:4][C:5]([F:14])=[C:6]([CH2:8][C:9]([OH:11])=[O:10])[CH:7]=1. The yield is 0.300. (4) The reactants are Cl.[NH2:2][CH2:3][C@H:4]([OH:9])[C:5]([O:7][CH3:8])=[O:6].CCN(C(C)C)C(C)C.[F:19][C:20]1[CH:21]=[C:22]2[C:26](=[CH:27][CH:28]=1)[NH:25][C:24](=[O:29])/[C:23]/2=[CH:30]\[C:31]1[NH:35][C:34]([CH3:36])=[C:33]([C:37](ON2C3=NC=CC=C3N=N2)=[O:38])[C:32]=1[CH3:49]. No catalyst specified. The product is [CH3:8][O:7][C:5](=[O:6])[C@@H:4]([OH:9])[CH2:3][NH:2][C:37]([C:33]1[C:32]([CH3:49])=[C:31](/[CH:30]=[C:23]2\[C:24](=[O:29])[NH:25][C:26]3[C:22]\2=[CH:21][C:20]([F:19])=[CH:28][CH:27]=3)[NH:35][C:34]=1[CH3:36])=[O:38]. The yield is 1.00. (5) The reactants are Br[C:2]1[CH:3]=[CH:4][C:5]2[NH:6][C:7]3[C:12]([C:13]=2[CH:14]=1)=[CH:11][CH:10]=[CH:9][CH:8]=3.[CH:15]1[C:23]2[C:22]3[CH:24]=[CH:25][CH:26]=[CH:27][C:21]=3[O:20][C:19]=2[C:18](B(O)O)=[CH:17][CH:16]=1.C1(C)C=CC=CC=1P(C1C=CC=CC=1C)C1C=CC=CC=1C.C(=O)([O-])[O-].[K+].[K+]. The catalyst is C([O-])(=O)C.[Pd+2].C([O-])(=O)C.C(O)C.C1(C)C=CC=CC=1. The product is [CH:4]1[C:5]2[NH:6][C:7]3[C:12](=[CH:11][CH:10]=[CH:9][CH:8]=3)[C:13]=2[CH:14]=[C:2]([C:27]2[C:21]3[O:20][C:19]4[CH:18]=[CH:17][CH:16]=[CH:15][C:23]=4[C:22]=3[CH:24]=[CH:25][CH:26]=2)[CH:3]=1. The yield is 0.850. (6) The product is [CH:9]1[C:8]2[CH2:7][CH2:6][CH2:5][CH2:4][C:3]=2[CH:2]=[CH:11][C:10]=1[C:24]#[N:25]. The catalyst is [Cl-].[Na+].O. The yield is 0.840. The reactants are Br[C:2]1[CH:11]=[CH:10][CH:9]=[C:8]2[C:3]=1[CH2:4][CH2:5][CH2:6][CH2:7]2.BrC1C=C2C(=CC=1)CCCC2.[Cu][C:24]#[N:25].CN1CCCC1=O. (7) The reactants are [CH:1]([C:3]1[CH:10]=[CH:9][C:6]([C:7]#[N:8])=[CH:5][CH:4]=1)=O.[N+:11]([CH3:14])([O-:13])=[O:12].[OH-].[Na+].Cl. The catalyst is CO. The product is [N+:11]([CH:14]=[CH:1][C:3]1[CH:10]=[CH:9][C:6]([C:7]#[N:8])=[CH:5][CH:4]=1)([O-:13])=[O:12]. The yield is 0.780. (8) The reactants are [Cl:1][C:2]1[CH:3]=[C:4]([C:8]2[N:13]=[C:12]([CH2:14][C:15]3[CH:20]=[CH:19][C:18]([CH2:21][C:22](Cl)=[O:23])=[CH:17][CH:16]=3)[CH:11]=[C:10]([CH2:25][CH3:26])[N:9]=2)[CH:5]=[CH:6][CH:7]=1.[CH2:27]([CH2:29][NH2:30])[OH:28].C(N(C(C)C)CC)(C)C.Cl. The catalyst is ClCCl.O. The product is [Cl:1][C:2]1[CH:3]=[C:4]([C:8]2[N:13]=[C:12]([CH2:14][C:15]3[CH:16]=[CH:17][C:18]([CH2:21][C:22]([NH:30][CH2:29][CH2:27][OH:28])=[O:23])=[CH:19][CH:20]=3)[CH:11]=[C:10]([CH2:25][CH3:26])[N:9]=2)[CH:5]=[CH:6][CH:7]=1. The yield is 0.450.